Dataset: Full USPTO retrosynthesis dataset with 1.9M reactions from patents (1976-2016). Task: Predict the reactants needed to synthesize the given product. (1) Given the product [CH3:17][O:16][C:9]1[CH:10]=[CH:11][C:12]2[C:13]3[C:5](=[CH:4][C:3]([O:2][CH3:1])=[CH:15][CH:14]=3)[N:6]([C:19]3[CH:24]=[CH:23][CH:22]=[CH:21][C:20]=3[O:25][CH3:26])[C:7]=2[CH:8]=1, predict the reactants needed to synthesize it. The reactants are: [CH3:1][O:2][C:3]1[CH:15]=[CH:14][C:13]2[C:12]3[C:7](=[CH:8][C:9]([O:16][CH3:17])=[CH:10][CH:11]=3)[NH:6][C:5]=2[CH:4]=1.I[C:19]1[CH:24]=[CH:23][CH:22]=[CH:21][C:20]=1[O:25][CH3:26].C(=O)([O-])[O-].[K+].[K+]. (2) Given the product [NH2:4][C:5]1[N:14]=[CH:13][C:12]([Cl:15])=[CH:11][C:6]=1[C:7]([O-:9])=[O:8].[Li+:2], predict the reactants needed to synthesize it. The reactants are: O[Li:2].O.[NH2:4][C:5]1[N:14]=[CH:13][C:12]([Cl:15])=[CH:11][C:6]=1[C:7]([O:9]C)=[O:8]. (3) Given the product [C:1]1([S:7]([C:8]2[CH:9]=[CH:10][C:11]([C:14]([CH3:17])([CH3:16])[CH3:15])=[CH:12][CH:13]=2)=[O:18])[CH:2]=[CH:3][CH:4]=[CH:5][CH:6]=1, predict the reactants needed to synthesize it. The reactants are: [C:1]1([S:7][C:8]2[CH:13]=[CH:12][C:11]([C:14]([CH3:17])([CH3:16])[CH3:15])=[CH:10][CH:9]=2)[CH:6]=[CH:5][CH:4]=[CH:3][CH:2]=1.[OH:18]O.C1(C)C=CC=CC=1.